Dataset: Full USPTO retrosynthesis dataset with 1.9M reactions from patents (1976-2016). Task: Predict the reactants needed to synthesize the given product. Given the product [N+:13]([C:10]1[CH:11]=[CH:12][C:7]([NH:6][C:5]([N:18]2[CH2:22][CH2:21][CH2:20][CH2:19]2)=[O:16])=[N:8][CH:9]=1)([O-:15])=[O:14], predict the reactants needed to synthesize it. The reactants are: C(O[C:5](=[O:16])[NH:6][C:7]1[CH:12]=[CH:11][C:10]([N+:13]([O-:15])=[O:14])=[CH:9][N:8]=1)(C)=C.C[N:18]1[CH2:22][CH2:21][CH2:20][CH2:19]1.N1CCCC1.